From a dataset of Rat liver microsome stability data. Regression/Classification. Given a drug SMILES string, predict its absorption, distribution, metabolism, or excretion properties. Task type varies by dataset: regression for continuous measurements (e.g., permeability, clearance, half-life) or binary classification for categorical outcomes (e.g., BBB penetration, CYP inhibition). Dataset: rlm. (1) The molecule is C[C@H]1c2c(cc(F)c(-c3cccc4cc[nH]c34)c2F)NC(C)(C)[C@@H]1O. The result is 1 (stable in rat liver microsomes). (2) The compound is N#Cc1cc(Cl)c(F)c(-c2cc(-c3ccc(F)cn3)ncn2)c1. The result is 0 (unstable in rat liver microsomes). (3) The compound is CC(C)n1nnc2c(N3CCOCC3)nc(-c3ccc(NC(=O)Nc4cccnc4)cc3)nc21. The result is 1 (stable in rat liver microsomes). (4) The compound is CC(C)[C@H](NC(=O)c1ccc(-c2ccc(CSc3nc(O)c4c(n3)CCC4)cc2)o1)C(=O)NCCCO. The result is 1 (stable in rat liver microsomes). (5) The drug is CCC(=O)NCCCc1cc(OC)ccc1Cc1cccc(OC)c1. The result is 1 (stable in rat liver microsomes). (6) The molecule is O=C(N[C@@H](Cc1c[nH]c2ccc(OCc3ccccc3)cc12)C(=O)Nc1ccncc1)C1CCCCC1. The result is 1 (stable in rat liver microsomes). (7) The drug is CCOC(=O)c1nn(-c2ccccc2)c(=O)c2c(N)scc12. The result is 1 (stable in rat liver microsomes).